This data is from Reaction yield outcomes from USPTO patents with 853,638 reactions. The task is: Predict the reaction yield, written as a fraction of the theoretical maximum amount of product (1.0 means a 100% yield; for example, 0.34 means a 34% yield). (1) The reactants are [OH:1][C:2]1[CH:7]=[C:6]([O:8][CH2:9][CH2:10][O:11][CH3:12])[CH:5]=[CH:4][C:3]=1[CH:13]([CH3:20])[CH2:14][C:15]([O:17][CH2:18][CH3:19])=[O:16].[H-].[Na+].Cl[C:24]1[C:29]([Cl:30])=[CH:28][C:27]([C:31]([F:34])([F:33])[F:32])=[CH:26][N:25]=1.[Cl-].[NH4+]. The catalyst is CN(C)C=O. The product is [Cl:30][C:29]1[C:24]([O:1][C:2]2[CH:7]=[C:6]([O:8][CH2:9][CH2:10][O:11][CH3:12])[CH:5]=[CH:4][C:3]=2[CH:13]([CH3:20])[CH2:14][C:15]([O:17][CH2:18][CH3:19])=[O:16])=[N:25][CH:26]=[C:27]([C:31]([F:33])([F:32])[F:34])[CH:28]=1. The yield is 0.870. (2) The reactants are [CH3:1][C:2]1[CH:10]=[C:6]([C:7]([OH:9])=O)[C:5]([OH:11])=[CH:4][CH:3]=1.[F:12][C:13]([F:26])([F:25])[C:14]1[CH:20]=[CH:19][C:18]([C:21]([F:24])([F:23])[F:22])=[CH:17][C:15]=1[NH2:16]. No catalyst specified. The product is [F:12][C:13]([F:25])([F:26])[C:14]1[CH:20]=[CH:19][C:18]([C:21]([F:23])([F:24])[F:22])=[CH:17][C:15]=1[NH:16][C:7](=[O:9])[C:6]1[CH:10]=[C:2]([CH3:1])[CH:3]=[CH:4][C:5]=1[OH:11]. The yield is 0.0150. (3) The reactants are CO[C:3](=[O:25])[C:4]1[CH:9]=[CH:8][C:7]([O:10][CH2:11][C:12]2[C:13]([C:18]3[CH:19]=[C:20]([CH3:24])[CH:21]=[CH:22][CH:23]=3)=[N:14][O:15][C:16]=2[CH3:17])=[N:6][CH:5]=1.COC(=O)C1C=CC(OC[C:37]2[C:38]([C:43]3[CH:48]=CC=CC=3F)=[N:39][O:40][C:41]=2C)=NC=1.NC1CCOCC1. No catalyst specified. The product is [CH3:17][C:16]1[O:15][N:14]=[C:13]([C:18]2[CH:19]=[C:20]([CH3:24])[CH:21]=[CH:22][CH:23]=2)[C:12]=1[CH2:11][O:10][C:7]1[CH:8]=[CH:9][C:4]([C:3]([NH:39][CH:38]2[CH2:43][CH2:48][O:40][CH2:41][CH2:37]2)=[O:25])=[CH:5][N:6]=1. The yield is 0.790. (4) The reactants are [Cl:1][C:2]1[CH:3]=[C:4]2[C:8](=[CH:9][CH:10]=1)[N:7]([CH3:11])[CH2:6][CH2:5]2.[Cl:12][S:13](O)(=[O:15])=[O:14]. The catalyst is C(OCC)(=O)C. The product is [Cl:1][C:2]1[CH:3]=[C:4]2[C:8](=[CH:9][C:10]=1[S:13]([Cl:12])(=[O:15])=[O:14])[N:7]([CH3:11])[CH2:6][CH2:5]2. The yield is 0.380.